This data is from Reaction yield outcomes from USPTO patents with 853,638 reactions. The task is: Predict the reaction yield, written as a fraction of the theoretical maximum amount of product (1.0 means a 100% yield; for example, 0.34 means a 34% yield). (1) The reactants are O[CH2:2][C:3]1[N:8]=[C:7]([C:9]2[CH:22]=[CH:21][C:20]3[C:11](=[C:12]4[C:17](=[CH:18][CH:19]=3)[CH:16]=[CH:15][C:14]([C:23]3[CH:28]=[CH:27][CH:26]=[C:25](CO)[N:24]=3)=[N:13]4)[N:10]=2)[CH:6]=[CH:5][CH:4]=1.C(N(CC)CC)C.S(Cl)([Cl:40])=O.C(=O)([O-])[O-].[Na+].[Na+].[CH2:48]([Cl:50])Cl. No catalyst specified. The product is [Cl:40][CH2:2][C:3]1[N:8]=[C:7]([C:9]2[CH:22]=[CH:21][C:20]3[C:11](=[C:12]4[C:17](=[CH:18][CH:19]=3)[CH:16]=[CH:15][C:14]([C:23]3[CH:28]=[CH:27][CH:26]=[C:25]([CH2:48][Cl:50])[N:24]=3)=[N:13]4)[N:10]=2)[CH:6]=[CH:5][CH:4]=1. The yield is 0.640. (2) The reactants are [NH2:1][CH:2]([CH3:6])[CH2:3][CH2:4][OH:5].C(N(CC)CC)C.[C:14](O[C:14]([O:16][C:17]([CH3:20])([CH3:19])[CH3:18])=[O:15])([O:16][C:17]([CH3:20])([CH3:19])[CH3:18])=[O:15]. The catalyst is CN(C)C1C=CN=CC=1.C(#N)C. The product is [OH:5][CH2:4][CH2:3][CH:2]([NH:1][C:14](=[O:15])[O:16][C:17]([CH3:20])([CH3:19])[CH3:18])[CH3:6]. The yield is 0.320. (3) The reactants are [Cl:1][C:2]1[CH:7]=[C:6]2[NH:8][C:9](=[O:35])[C:10]3([CH:15]([C:16]4[CH:21]=[CH:20][CH:19]=[C:18]([Cl:22])[CH:17]=4)[CH2:14][C:13](=[O:23])[NH:12][CH:11]3[C:24]3[CH:29]=[C:28](I)[CH:27]=[CH:26][C:25]=3[O:31][CH2:32][CH2:33][OH:34])[C:5]2=[CH:4][CH:3]=1.C[Si]([C:40]#[N:41])(C)C. The catalyst is C(N(CC)CC)C.C1C=CC([P]([Pd]([P](C2C=CC=CC=2)(C2C=CC=CC=2)C2C=CC=CC=2)([P](C2C=CC=CC=2)(C2C=CC=CC=2)C2C=CC=CC=2)[P](C2C=CC=CC=2)(C2C=CC=CC=2)C2C=CC=CC=2)(C2C=CC=CC=2)C2C=CC=CC=2)=CC=1. The product is [Cl:1][C:2]1[CH:7]=[C:6]2[NH:8][C:9](=[O:35])[C:10]3([CH:15]([C:16]4[CH:21]=[CH:20][CH:19]=[C:18]([Cl:22])[CH:17]=4)[CH2:14][C:13](=[O:23])[NH:12][CH:11]3[C:24]3[CH:29]=[C:28]([C:40]#[N:41])[CH:27]=[CH:26][C:25]=3[O:31][CH2:32][CH2:33][OH:34])[C:5]2=[CH:4][CH:3]=1. The yield is 0.460. (4) The reactants are C(OC([NH:8][C:9]1[CH:14]=[CH:13][CH:12]=[C:11]([O:15][CH3:16])[C:10]=1[C:17](=[O:23])[C:18](OCC)=[O:19])=O)(C)(C)C. The catalyst is OS(O)(=O)=O. The product is [CH3:16][O:15][C:11]1[CH:12]=[CH:13][CH:14]=[C:9]2[C:10]=1[C:17](=[O:23])[C:18](=[O:19])[NH:8]2. The yield is 0.190. (5) The reactants are [F:1][C:2]1[CH:7]=[CH:6][C:5]([C:8]([C:10]2[CH:15]=[CH:14][C:13]([OH:16])=[CH:12][CH:11]=2)=O)=[CH:4][CH:3]=1.[CH3:17][C:18]1([CH3:27])[CH2:23][C:22]([CH3:25])([CH3:24])[CH2:21][C:20](=O)[CH2:19]1. The catalyst is [Zn].Cl[Ti](Cl)(Cl)Cl.C1COCC1. The product is [F:1][C:2]1[CH:7]=[CH:6][C:5]([C:8](=[C:20]2[CH2:21][C:22]([CH3:25])([CH3:24])[CH2:23][C:18]([CH3:27])([CH3:17])[CH2:19]2)[C:10]2[CH:15]=[CH:14][C:13]([OH:16])=[CH:12][CH:11]=2)=[CH:4][CH:3]=1. The yield is 0.800.